This data is from NCI-60 drug combinations with 297,098 pairs across 59 cell lines. The task is: Regression. Given two drug SMILES strings and cell line genomic features, predict the synergy score measuring deviation from expected non-interaction effect. Drug 1: C1=NC2=C(N1)C(=S)N=C(N2)N. Drug 2: C1CN(CCN1C(=O)CCBr)C(=O)CCBr. Cell line: IGROV1. Synergy scores: CSS=41.3, Synergy_ZIP=-12.3, Synergy_Bliss=-6.81, Synergy_Loewe=-4.19, Synergy_HSA=-1.52.